Dataset: Full USPTO retrosynthesis dataset with 1.9M reactions from patents (1976-2016). Task: Predict the reactants needed to synthesize the given product. (1) Given the product [Br:1][C:2]1[CH:3]=[CH:4][C:5]([C@@H:8]([C:20]2[CH:25]=[CH:24][CH:23]=[CH:22][C:21]=2[CH3:26])[CH2:9][C:10]([C:12]2[CH:17]=[CH:16][C:15](=[O:18])[NH:14][CH:13]=2)=[O:11])=[CH:6][CH:7]=1, predict the reactants needed to synthesize it. The reactants are: [Br:1][C:2]1[CH:7]=[CH:6][C:5]([C@@H:8]([C:20]2[CH:25]=[CH:24][CH:23]=[CH:22][C:21]=2[CH3:26])[CH2:9][C:10]([C:12]2[CH:13]=[N:14][C:15]([O:18]C)=[CH:16][CH:17]=2)=[O:11])=[CH:4][CH:3]=1.Cl. (2) Given the product [S:1]1[CH:5]=[CH:4][N:3]=[C:2]1[NH:6][C:7]([C:9]1[C:17]2[C:12](=[CH:13][CH:14]=[CH:15][CH:16]=2)[N:11]([CH2:23][CH2:22][S:19]([CH3:18])(=[O:21])=[O:20])[CH:10]=1)=[O:8], predict the reactants needed to synthesize it. The reactants are: [S:1]1[CH:5]=[CH:4][N:3]=[C:2]1[NH:6][C:7]([C:9]1[C:17]2[C:12](=[CH:13][CH:14]=[CH:15][CH:16]=2)[NH:11][CH:10]=1)=[O:8].[CH3:18][S:19]([CH2:22][CH2:23]OS(C1C=CC(C)=CC=1)(=O)=O)(=[O:21])=[O:20]. (3) Given the product [CH3:30][S:31]([O:22][CH2:21][CH2:20][N:4]([CH2:3][CH2:2][Cl:1])[C:5]1[C:13]([N+:14]([O-:16])=[O:15])=[CH:12][C:11]([N+:17]([O-:19])=[O:18])=[CH:10][C:6]=1[C:7]([NH2:9])=[O:8])(=[O:33])=[O:32], predict the reactants needed to synthesize it. The reactants are: [Cl:1][CH2:2][CH2:3][N:4]([CH2:20][CH2:21][OH:22])[C:5]1[C:13]([N+:14]([O-:16])=[O:15])=[CH:12][C:11]([N+:17]([O-:19])=[O:18])=[CH:10][C:6]=1[C:7]([NH2:9])=[O:8].CCN(CC)CC.[CH3:30][S:31](Cl)(=[O:33])=[O:32].C([O-])(O)=O.[Na+]. (4) Given the product [CH3:1][N:2]([CH2:3][C:4]1[CH:9]=[CH:8][C:7]([C:10]([N:12]2[CH2:18][C:17]3([CH3:20])[CH2:19][CH:13]2[CH2:14][C:15]([CH3:22])([CH3:21])[CH2:16]3)=[O:11])=[CH:6][CH:5]=1)[C:29]([CH:23]1[CH2:28][CH2:27][CH2:26][CH2:25][CH2:24]1)=[O:30], predict the reactants needed to synthesize it. The reactants are: [CH3:1][NH:2][CH2:3][C:4]1[CH:9]=[CH:8][C:7]([C:10]([N:12]2[CH2:18][C:17]3([CH3:20])[CH2:19][CH:13]2[CH2:14][C:15]([CH3:22])([CH3:21])[CH2:16]3)=[O:11])=[CH:6][CH:5]=1.[CH:23]1([C:29](Cl)=[O:30])[CH2:28][CH2:27][CH2:26][CH2:25][CH2:24]1.